Dataset: Full USPTO retrosynthesis dataset with 1.9M reactions from patents (1976-2016). Task: Predict the reactants needed to synthesize the given product. (1) Given the product [CH2:18]([S:25]([NH:28][C:29]([CH:31]1[CH2:36][CH2:35][N:34]([C:2]2[C:12]([C:13]#[N:14])=[CH:11][C:5]([C:6]([O:8][CH2:9][CH3:10])=[O:7])=[C:4]([CH:15]([F:17])[F:16])[N:3]=2)[CH2:33][CH2:32]1)=[O:30])(=[O:26])=[O:27])[C:19]1[CH:20]=[CH:21][CH:22]=[CH:23][CH:24]=1, predict the reactants needed to synthesize it. The reactants are: Cl[C:2]1[C:12]([C:13]#[N:14])=[CH:11][C:5]([C:6]([O:8][CH2:9][CH3:10])=[O:7])=[C:4]([CH:15]([F:17])[F:16])[N:3]=1.[CH2:18]([S:25]([NH:28][C:29]([CH:31]1[CH2:36][CH2:35][NH:34][CH2:33][CH2:32]1)=[O:30])(=[O:27])=[O:26])[C:19]1[CH:24]=[CH:23][CH:22]=[CH:21][CH:20]=1. (2) Given the product [OH:27][N:26]=[CH:23][C:21]1[N:22]=[C:17]([CH2:16][O:15][N:14]=[C:7]([C:6]2[N:2]([CH3:1])[N:3]=[N:4][N:5]=2)[C:8]2[CH:13]=[CH:12][CH:11]=[CH:10][CH:9]=2)[CH:18]=[CH:19][CH:20]=1, predict the reactants needed to synthesize it. The reactants are: [CH3:1][N:2]1[C:6]([C:7](=[N:14][O:15][CH2:16][C:17]2[N:22]=[C:21]([CH:23]=O)[CH:20]=[CH:19][CH:18]=2)[C:8]2[CH:13]=[CH:12][CH:11]=[CH:10][CH:9]=2)=[N:5][N:4]=[N:3]1.Cl.[NH2:26][OH:27]. (3) The reactants are: [C-:1]#[N:2].[K+].CN(C)[CH2:6][C:7]1[C:15]2[C:10](=[CH:11][CH:12]=[CH:13][C:14]=2[N+:16]([O-:18])=[O:17])[NH:9][CH:8]=1. Given the product [N+:16]([C:14]1[CH:13]=[CH:12][CH:11]=[C:10]2[C:15]=1[C:7]([CH2:6][C:1]#[N:2])=[CH:8][NH:9]2)([O-:18])=[O:17], predict the reactants needed to synthesize it. (4) The reactants are: [Br:1][C:2]1[N:6]([CH3:7])[N:5]=[C:4]([C:8]([OH:10])=O)[CH:3]=1.C1C=CC2N(O)N=[N:17]C=2C=1.C(Cl)CCl.[Cl-].[NH4+].C(N(C(C)C)C(C)C)C. Given the product [Br:1][C:2]1[N:6]([CH3:7])[N:5]=[C:4]([C:8]([NH2:17])=[O:10])[CH:3]=1, predict the reactants needed to synthesize it. (5) Given the product [F:43][C:44]1[CH:52]=[CH:51][C:47]([C:48]([NH:17][CH2:18][CH2:19][N:20]2[CH2:25][CH2:24][CH:23]([C@@H:26]3[CH2:35][C:34]4[C:29](=[CH:30][CH:31]=[C:32]([CH3:38])[C:33]=4[O:36][CH3:37])[C@H:28]([CH2:39][NH:40][CH:41]=[O:42])[O:27]3)[CH2:22][CH2:21]2)=[O:49])=[CH:46][CH:45]=1, predict the reactants needed to synthesize it. The reactants are: C1(N)C(F)=C(F)C(F)=C(N)C=1F.Cl.Cl.[OH-].[Na+].[NH2:17][CH2:18][CH2:19][N:20]1[CH2:25][CH2:24][CH:23]([C@@H:26]2[CH2:35][C:34]3[C:29](=[CH:30][CH:31]=[C:32]([CH3:38])[C:33]=3[O:36][CH3:37])[C@H:28]([CH2:39][NH:40][CH:41]=[O:42])[O:27]2)[CH2:22][CH2:21]1.[F:43][C:44]1[CH:52]=[CH:51][C:47]([C:48](Cl)=[O:49])=[CH:46][CH:45]=1.C(O)C(N)(CO)CO. (6) Given the product [Br:3][C:4]1[CH:12]=[CH:11][C:7]([C:8]([O:10][CH3:14])=[O:9])=[C:6]([F:13])[CH:5]=1, predict the reactants needed to synthesize it. The reactants are: CI.[Br:3][C:4]1[CH:12]=[CH:11][C:7]([C:8]([OH:10])=[O:9])=[C:6]([F:13])[CH:5]=1.[C:14](=O)([O-])[O-].[Na+].[Na+].C(OCC)(=O)C. (7) The reactants are: [CH3:1][O:2][C:3]1[CH:4]=[C:5](/[CH:11]=[CH:12]/[C:13]([OH:15])=O)[CH:6]=[CH:7][C:8]=1[O:9][CH3:10].C1(P([N:30]=[N+:31]=[N-:32])(C2C=CC=CC=2)=O)C=CC=CC=1.CCN(CC)CC. Given the product [CH3:1][O:2][C:3]1[CH:4]=[C:5](/[CH:11]=[CH:12]/[C:13]([N:30]=[N+:31]=[N-:32])=[O:15])[CH:6]=[CH:7][C:8]=1[O:9][CH3:10], predict the reactants needed to synthesize it.